This data is from Retrosynthesis with 50K atom-mapped reactions and 10 reaction types from USPTO. The task is: Predict the reactants needed to synthesize the given product. (1) Given the product CCOC(=O)C1(C)CCC(Oc2ccc(NC(=O)C(=O)NN)cn2)CC1, predict the reactants needed to synthesize it. The reactants are: CCOC(=O)C1(C)CCC(Oc2ccc(NC(=O)C(=O)OC)cn2)CC1.NN. (2) The reactants are: COC(=O)c1ccc(C#Cc2cncc(C3CCCN3C)c2)cc1. Given the product COC(=O)c1ccc(CCc2cncc(C3CCCN3C)c2)cc1, predict the reactants needed to synthesize it. (3) Given the product Cc1ccccc1NC(=O)Nc1ccc([N+](=O)[O-])c(C)c1, predict the reactants needed to synthesize it. The reactants are: Cc1cc(N=C=O)ccc1[N+](=O)[O-].Cc1ccccc1N. (4) Given the product CC(=O)N(CC(C)C)c1cn2ccn(Cc3cccc(Cl)c3)c(=O)c2c(O)c1=O, predict the reactants needed to synthesize it. The reactants are: CC(=O)Cl.CC(C)CNc1cn2ccn(Cc3cccc(Cl)c3)c(=O)c2c(O)c1=O.